Dataset: Full USPTO retrosynthesis dataset with 1.9M reactions from patents (1976-2016). Task: Predict the reactants needed to synthesize the given product. (1) Given the product [F:29][C:2]([F:1])([F:28])[S:3]([O:6][C:7]1[CH:15]=[C:14]2[C:10]([C:11]3([CH2:27][CH2:26][O:25][CH2:24]3)[CH2:12][N:13]2[C:16]2[C:21]([Cl:22])=[CH:20][N:19]=[C:18]([NH2:23])[N:17]=2)=[CH:9][CH:8]=1)(=[O:5])=[O:4], predict the reactants needed to synthesize it. The reactants are: [F:1][C:2]([F:29])([F:28])[S:3]([O:6][C:7]1[CH:15]=[C:14]2[C:10]([C@:11]3([CH2:27][CH2:26][O:25][CH2:24]3)[CH2:12][N:13]2[C:16]2[C:21]([Cl:22])=[CH:20][N:19]=[C:18]([NH2:23])[N:17]=2)=[CH:9][CH:8]=1)(=[O:5])=[O:4].FC(F)(F)S(OC1C=C2C([C@@]3(CCOC3)CN2C2C(Cl)=CN=C(N)N=2)=CC=1)(=O)=O. (2) Given the product [CH2:14]([N:21]1[CH2:26][CH2:25][N:24]([C:2]2[C:7]([N+:8]([O-:10])=[O:9])=[C:6]([CH2:11][C:12]#[N:13])[CH:5]=[CH:4][N:3]=2)[CH2:23][CH2:22]1)[C:15]1[CH:16]=[CH:17][CH:18]=[CH:19][CH:20]=1, predict the reactants needed to synthesize it. The reactants are: Cl[C:2]1[C:7]([N+:8]([O-:10])=[O:9])=[C:6]([CH2:11][C:12]#[N:13])[CH:5]=[CH:4][N:3]=1.[CH2:14]([N:21]1[CH2:26][CH2:25][NH:24][CH2:23][CH2:22]1)[C:15]1[CH:20]=[CH:19][CH:18]=[CH:17][CH:16]=1. (3) Given the product [F:39][C:2]([F:1])([F:40])[C:3]1[CH:4]=[C:5]([C@H:13]([O:15][C@H:16]2[CH2:21][CH2:20][C@H:19]([C:22]([OH:24])=[O:23])[C@@H:18]([C:27]([O:29][CH2:30][CH3:31])=[O:28])[C@@H:17]2[C:32]2[CH:33]=[CH:34][C:35]([F:38])=[CH:36][CH:37]=2)[CH3:14])[CH:6]=[C:7]([C:9]([F:10])([F:11])[F:12])[CH:8]=1, predict the reactants needed to synthesize it. The reactants are: [F:1][C:2]([F:40])([F:39])[C:3]1[CH:4]=[C:5]([C@H:13]([O:15][C@H:16]2[CH2:21][CH2:20][C@H:19]([C:22]([O:24]CC)=[O:23])[C@@H:18]([C:27]([O:29][CH2:30][CH3:31])=[O:28])[C@@H:17]2[C:32]2[CH:37]=[CH:36][C:35]([F:38])=[CH:34][CH:33]=2)[CH3:14])[CH:6]=[C:7]([C:9]([F:12])([F:11])[F:10])[CH:8]=1.[OH-].[Na+]. (4) Given the product [NH2:30][CH:29]([CH2:28][C:27]1[CH:34]=[CH:35][C:24]([C:2]2[N:3]=[C:4]([NH2:20])[N:5]=[C:6]([O:8][CH:9]([C:14]3[CH:19]=[CH:18][CH:17]=[CH:16][CH:15]=3)[C:10]([F:13])([F:12])[F:11])[N:7]=2)=[CH:25][CH:26]=1)[C:31]([OH:33])=[O:32], predict the reactants needed to synthesize it. The reactants are: Cl[C:2]1[N:7]=[C:6]([O:8][CH:9]([C:14]2[CH:19]=[CH:18][CH:17]=[CH:16][CH:15]=2)[C:10]([F:13])([F:12])[F:11])[N:5]=[C:4]([NH2:20])[N:3]=1.B([C:24]1[CH:35]=[CH:34][C:27]([CH2:28][C@@H:29]([C:31]([OH:33])=[O:32])[NH2:30])=[CH:26][CH:25]=1)(O)O.C(#N)C.C(=O)([O-])[O-].[Na+].[Na+]. (5) Given the product [CH3:27][O:12][C:11]([C:7]1[N:6]([C:18]2[CH:23]=[CH:22][CH:21]=[CH:20][C:19]=2[N+:24]([O-:26])=[O:25])[CH:5]=[CH:9][C:8]=1[Br:10])=[O:14], predict the reactants needed to synthesize it. The reactants are: COC([C:5]1[NH:6][CH:7]=[C:8]([Br:10])[CH:9]=1)=O.[C:11](=[O:14])([O-])[O-:12].[Cs+].[Cs+].F[C:18]1[CH:23]=[CH:22][CH:21]=[CH:20][C:19]=1[N+:24]([O-:26])=[O:25].[CH3:27]N(C=O)C.